Dataset: NCI-60 drug combinations with 297,098 pairs across 59 cell lines. Task: Regression. Given two drug SMILES strings and cell line genomic features, predict the synergy score measuring deviation from expected non-interaction effect. (1) Synergy scores: CSS=63.8, Synergy_ZIP=-7.47, Synergy_Bliss=-2.85, Synergy_Loewe=-3.58, Synergy_HSA=-2.44. Drug 2: CC1=C2C(C(=O)C3(C(CC4C(C3C(C(C2(C)C)(CC1OC(=O)C(C(C5=CC=CC=C5)NC(=O)C6=CC=CC=C6)O)O)OC(=O)C7=CC=CC=C7)(CO4)OC(=O)C)O)C)OC(=O)C. Cell line: 786-0. Drug 1: CC12CCC3C(C1CCC2=O)CC(=C)C4=CC(=O)C=CC34C. (2) Drug 1: C1=CN(C(=O)N=C1N)C2C(C(C(O2)CO)O)O.Cl. Drug 2: CC1C(C(CC(O1)OC2CC(CC3=C2C(=C4C(=C3O)C(=O)C5=C(C4=O)C(=CC=C5)OC)O)(C(=O)CO)O)N)O.Cl. Cell line: NCI/ADR-RES. Synergy scores: CSS=36.1, Synergy_ZIP=-4.24, Synergy_Bliss=-5.83, Synergy_Loewe=-9.97, Synergy_HSA=-4.03. (3) Drug 2: C(CC(=O)O)C(=O)CN.Cl. Synergy scores: CSS=0.0750, Synergy_ZIP=-5.76, Synergy_Bliss=-9.21, Synergy_Loewe=-12.6, Synergy_HSA=-10.8. Cell line: OVCAR3. Drug 1: CS(=O)(=O)C1=CC(=C(C=C1)C(=O)NC2=CC(=C(C=C2)Cl)C3=CC=CC=N3)Cl. (4) Drug 1: CC1CCCC2(C(O2)CC(NC(=O)CC(C(C(=O)C(C1O)C)(C)C)O)C(=CC3=CSC(=N3)C)C)C. Drug 2: CC12CCC3C(C1CCC2OP(=O)(O)O)CCC4=C3C=CC(=C4)OC(=O)N(CCCl)CCCl.[Na+]. Cell line: UO-31. Synergy scores: CSS=23.9, Synergy_ZIP=-7.36, Synergy_Bliss=-5.01, Synergy_Loewe=-31.8, Synergy_HSA=-7.01. (5) Drug 1: CC1=CC2C(CCC3(C2CCC3(C(=O)C)OC(=O)C)C)C4(C1=CC(=O)CC4)C. Drug 2: C1C(C(OC1N2C=NC3=C(N=C(N=C32)Cl)N)CO)O. Cell line: HCT116. Synergy scores: CSS=8.98, Synergy_ZIP=-3.91, Synergy_Bliss=-4.52, Synergy_Loewe=-15.3, Synergy_HSA=-6.21. (6) Drug 1: CCC1(CC2CC(C3=C(CCN(C2)C1)C4=CC=CC=C4N3)(C5=C(C=C6C(=C5)C78CCN9C7C(C=CC9)(C(C(C8N6C=O)(C(=O)OC)O)OC(=O)C)CC)OC)C(=O)OC)O.OS(=O)(=O)O. Drug 2: CC(C)(C#N)C1=CC(=CC(=C1)CN2C=NC=N2)C(C)(C)C#N. Cell line: ACHN. Synergy scores: CSS=2.64, Synergy_ZIP=0.344, Synergy_Bliss=2.91, Synergy_Loewe=-0.605, Synergy_HSA=0.741. (7) Drug 1: CN1CCC(CC1)COC2=C(C=C3C(=C2)N=CN=C3NC4=C(C=C(C=C4)Br)F)OC. Drug 2: C(CC(=O)O)C(=O)CN.Cl. Cell line: CCRF-CEM. Synergy scores: CSS=20.4, Synergy_ZIP=-10.4, Synergy_Bliss=-8.00, Synergy_Loewe=-10.3, Synergy_HSA=-8.28.